From a dataset of Full USPTO retrosynthesis dataset with 1.9M reactions from patents (1976-2016). Predict the reactants needed to synthesize the given product. (1) Given the product [CH:1]([O:4][C:5]1[C:6](=[O:23])[C:7](=[O:22])[C:8]=1[C:29]1[CH:30]=[CH:31][C:26]([C:25]([F:34])([F:33])[F:24])=[CH:27][CH:28]=1)([CH3:2])[CH3:3], predict the reactants needed to synthesize it. The reactants are: [CH:1]([O:4][C:5]1[C:6](=[O:23])[C:7](=[O:22])[C:8]=1[Sn](CCCC)(CCCC)CCCC)([CH3:3])[CH3:2].[F:24][C:25]([F:34])([F:33])[C:26]1[CH:31]=[CH:30][C:29](I)=[CH:28][CH:27]=1. (2) The reactants are: [O:1]1[CH2:6][CH2:5][N:4]([CH2:7][CH2:8][CH2:9][O:10][C:11]2[CH:12]=[C:13]3[C:18](=[CH:19][C:20]=2[O:21][CH3:22])[N:17]=[C:16]([CH3:23])[N:15]=[C:14]3Cl)[CH2:3][CH2:2]1.[NH2:25][C:26]1[CH:30]=[C:29]([C:31]([CH3:34])([CH3:33])[CH3:32])[Se:28][C:27]=1[C:35]([NH2:37])=[O:36].CN(C=O)C.[OH-].[Na+]. Given the product [O:1]1[CH2:6][CH2:5][N:4]([CH2:7][CH2:8][CH2:9][O:10][C:11]2[CH:12]=[C:13]3[C:18](=[CH:19][C:20]=2[O:21][CH3:22])[N:17]=[C:16]([CH3:23])[N:15]=[C:14]3[NH:25][C:26]2[CH:30]=[C:29]([C:31]([CH3:34])([CH3:32])[CH3:33])[Se:28][C:27]=2[C:35]([NH2:37])=[O:36])[CH2:3][CH2:2]1, predict the reactants needed to synthesize it. (3) Given the product [CH3:1][O:2][CH:3]([O:19][CH3:20])[C@@:4]1([CH3:18])[C@H:9]([OH:10])[C@@H:8]([N:29]([C:23]2[CH:24]=[CH:25][CH:26]=[C:27]([CH3:28])[C:22]=2[CH3:21])[CH2:30][C:31]2[NH:35][CH:34]=[CH:33][N:32]=2)[C:7]2[CH:11]=[C:12]([N+:15]([O-:17])=[O:16])[CH:13]=[CH:14][C:6]=2[O:5]1, predict the reactants needed to synthesize it. The reactants are: [CH3:1][O:2][CH:3]([O:19][CH3:20])[C@@:4]1([CH3:18])[C@@H:9]2[O:10][C@@H:8]2[C:7]2[CH:11]=[C:12]([N+:15]([O-:17])=[O:16])[CH:13]=[CH:14][C:6]=2[O:5]1.[CH3:21][C:22]1[C:27]([CH3:28])=[CH:26][CH:25]=[CH:24][C:23]=1[NH:29][CH2:30][C:31]1[NH:32][CH:33]=[CH:34][N:35]=1. (4) Given the product [CH3:18][C:17]1[C:16]2[C:11](=[CH:12][CH:13]=[C:14]([OH:19])[CH:15]=2)[O:10][CH:9]([C:26]2[CH:41]=[CH:40][C:29]([O:30][CH2:31][C@@H:32]([N:34]3[CH2:38][CH2:37][C@@H:36]([CH3:39])[CH2:35]3)[CH3:33])=[CH:28][CH:27]=2)[C:8]=1[C:5]1[CH:6]=[CH:7][C:42]([S:43]([CH3:48])(=[O:45])=[O:44])=[CH:3][CH:4]=1, predict the reactants needed to synthesize it. The reactants are: BrC1[CH:7]=[CH:6][C:5]([C:8]2[CH:9]([C:26]3[CH:41]=[CH:40][C:29]([O:30][CH2:31][C@@H:32]([N:34]4[CH2:38][CH2:37][C@@H:36]([CH3:39])[CH2:35]4)[CH3:33])=[CH:28][CH:27]=3)[O:10][C:11]3[C:16]([C:17]=2[CH3:18])=[CH:15][C:14]([O:19]C2CCCCO2)=[CH:13][CH:12]=3)=[CH:4][CH:3]=1.[CH3:42][S:43]([O-:45])=[O:44].[Na+].N1CCC[CH:48]1C(O)=O.[OH-].[Na+]. (5) The reactants are: [NH2:1][C:2]1[N:3]=[C:4]([S:9][CH3:10])[S:5][C:6]=1[C:7]#[N:8].CO[CH:13](OC)[N:14]([CH3:16])[CH3:15]. Given the product [C:7]([C:6]1[S:5][C:4]([S:9][CH3:10])=[N:3][C:2]=1[N:1]=[CH:13][N:14]([CH3:16])[CH3:15])#[N:8], predict the reactants needed to synthesize it. (6) Given the product [N:12]1[CH:17]=[CH:16][CH:15]=[CH:14][C:13]=1[C:2]1[CH:3]=[C:4]2[C:9](=[CH:10][CH:11]=1)[CH:8]=[N:7][CH:6]=[CH:5]2, predict the reactants needed to synthesize it. The reactants are: Br[C:2]1[CH:3]=[C:4]2[C:9](=[CH:10][CH:11]=1)[CH:8]=[N:7][CH:6]=[CH:5]2.[N:12]1[CH:17]=[CH:16][C:15](B(O)O)=[CH:14][CH:13]=1.C(=O)([O-])[O-].[Ca+2].C(COC)OC.